Dataset: Full USPTO retrosynthesis dataset with 1.9M reactions from patents (1976-2016). Task: Predict the reactants needed to synthesize the given product. (1) Given the product [Cl:30][C:28]1[CH:27]=[C:26]([S:31]([NH:34][C:35]2[C:40]([OH:41])=[CH:39][N:38]=[C:37]([Cl:43])[N:36]=2)(=[O:32])=[O:33])[CH:25]=[C:24]([Cl:23])[CH:29]=1, predict the reactants needed to synthesize it. The reactants are: ClC1N=NC(NS(CC2C=C(C#N)C=CC=2Cl)(=O)=O)=C(O)C=1.[Cl:23][C:24]1[CH:25]=[C:26]([S:31]([NH:34][C:35]2[C:40]([O:41]C)=[CH:39][N:38]=[C:37]([Cl:43])[N:36]=2)(=[O:33])=[O:32])[CH:27]=[C:28]([Cl:30])[CH:29]=1.ClC1N=NC(NS(CC2C=C(C#N)C=CC=2Cl)(=O)=O)=C(OC)C=1. (2) Given the product [CH3:25][O:26][C:27](=[O:45])[CH:28]([NH:44][C:20]([C:14]1[N:15]=[CH:16][C:17]2[C:12]([CH:13]=1)=[CH:11][C:10]([O:9][C:8]1[CH:23]=[CH:24][C:5]([C:1]([CH3:4])([CH3:3])[CH3:2])=[CH:6][CH:7]=1)=[CH:19][CH:18]=2)=[O:21])[CH2:29][C:30]1[CH:35]=[CH:34][C:33]([O:36][CH2:37][C:38]2[CH:43]=[CH:42][CH:41]=[CH:40][CH:39]=2)=[CH:32][CH:31]=1, predict the reactants needed to synthesize it. The reactants are: [C:1]([C:5]1[CH:24]=[CH:23][C:8]([O:9][C:10]2[CH:11]=[C:12]3[C:17](=[CH:18][CH:19]=2)[CH:16]=[N:15][C:14]([C:20](O)=[O:21])=[CH:13]3)=[CH:7][CH:6]=1)([CH3:4])([CH3:3])[CH3:2].[CH3:25][O:26][C:27](=[O:45])[C@@H:28]([NH2:44])[CH2:29][C:30]1[CH:35]=[CH:34][C:33]([O:36][CH2:37][C:38]2[CH:43]=[CH:42][CH:41]=[CH:40][CH:39]=2)=[CH:32][CH:31]=1.